Dataset: TCR-epitope binding with 47,182 pairs between 192 epitopes and 23,139 TCRs. Task: Binary Classification. Given a T-cell receptor sequence (or CDR3 region) and an epitope sequence, predict whether binding occurs between them. (1) The epitope is NEGVKAAW. The TCR CDR3 sequence is CSVEPSGGSNEQFF. Result: 1 (the TCR binds to the epitope). (2) The epitope is NLVPMVATV. The TCR CDR3 sequence is CASSQGRGGKNIQYF. Result: 1 (the TCR binds to the epitope).